Dataset: Catalyst prediction with 721,799 reactions and 888 catalyst types from USPTO. Task: Predict which catalyst facilitates the given reaction. (1) Reactant: I[C:2]1[CH:7]=[CH:6][C:5]([CH2:8][NH:9][S:10]([CH3:13])(=[O:12])=[O:11])=[CH:4][CH:3]=1.[F:14][C:15]([F:26])([F:25])[C:16]1[C:17]2[CH2:24][CH2:23][O:22][CH2:21][C:18]=2[NH:19][N:20]=1.CN(C)CC(O)=O.C(=O)([O-])[O-].[K+].[K+]. Product: [F:25][C:15]([F:14])([F:26])[C:16]1[C:17]2[CH2:24][CH2:23][O:22][CH2:21][C:18]=2[N:19]([C:2]2[CH:7]=[CH:6][C:5]([CH2:8][NH:9][S:10]([CH3:13])(=[O:12])=[O:11])=[CH:4][CH:3]=2)[N:20]=1. The catalyst class is: 156. (2) Reactant: [Br:1][C:2]1[CH:9]=[C:6]([CH:7]=O)[C:5]([OH:10])=[CH:4][CH:3]=1.Br[CH:12](C(OCC)=O)[C:13]([O:15][CH2:16][CH3:17])=[O:14].C(=O)([O-])[O-].[K+].[K+]. Product: [Br:1][C:2]1[CH:3]=[CH:4][C:5]2[O:10][C:12]([C:13]([O:15][CH2:16][CH3:17])=[O:14])=[CH:7][C:6]=2[CH:9]=1. The catalyst class is: 131. (3) Reactant: [Cl:1][C:2]1[CH:3]=[N:4][N:5]([CH:18]([CH3:20])[CH3:19])[C:6]=1[C:7]1[CH:12]=[C:11]([N+:13]([O-])=O)[CH:10]=[CH:9][C:8]=1[O:16][CH3:17].O.O.Cl[Sn]Cl. Product: [Cl:1][C:2]1[CH:3]=[N:4][N:5]([CH:18]([CH3:20])[CH3:19])[C:6]=1[C:7]1[CH:12]=[C:11]([NH2:13])[CH:10]=[CH:9][C:8]=1[O:16][CH3:17]. The catalyst class is: 8. (4) Reactant: [CH3:1][O:2][C:3]1[CH:8]=[CH:7][C:6]([O:9][CH3:10])=[CH:5][C:4]=1[CH2:11][C:12](Cl)=[O:13].[NH2:15][C:16](=[N:22]O)[C:17]([O:19][CH2:20][CH3:21])=[O:18].C(N(CC)C(C)C)(C)C.O. Product: [CH3:1][O:2][C:3]1[CH:8]=[CH:7][C:6]([O:9][CH3:10])=[CH:5][C:4]=1[CH2:11][C:12]1[O:13][N:22]=[C:16]([C:17]([O:19][CH2:20][CH3:21])=[O:18])[N:15]=1. The catalyst class is: 4. (5) Reactant: [NH2:1][C:2]1[N:3]([CH3:30])[C:4](=[O:29])[C:5]([C:20]2[CH:21]=[C:22]([CH:27]=[O:28])[N:23]([CH2:25][CH3:26])[CH:24]=2)([C:7]2[CH:12]=[CH:11][CH:10]=[C:9]([C:13]3[C:14]([F:19])=[N:15][CH:16]=[CH:17][CH:18]=3)[CH:8]=2)[N:6]=1.[BH4-].[Na+]. Product: [NH2:1][C:2]1[N:3]([CH3:30])[C:4](=[O:29])[C:5]([C:20]2[CH:21]=[C:22]([CH2:27][OH:28])[N:23]([CH2:25][CH3:26])[CH:24]=2)([C:7]2[CH:12]=[CH:11][CH:10]=[C:9]([C:13]3[C:14]([F:19])=[N:15][CH:16]=[CH:17][CH:18]=3)[CH:8]=2)[N:6]=1. The catalyst class is: 36.